From a dataset of Full USPTO retrosynthesis dataset with 1.9M reactions from patents (1976-2016). Predict the reactants needed to synthesize the given product. (1) The reactants are: [C:1](=[N:14][C:15]1[CH:24]=[C:23](Cl)[C:22]2[C:17](=[CH:18][C:19]([S:26][C:27]3[CH:28]=[C:29]([C:33]4([C:39]#[N:40])[CH2:38][CH2:37][O:36][CH2:35][CH2:34]4)[CH:30]=[CH:31][CH:32]=3)=[CH:20][CH:21]=2)[N:16]=1)([C:8]1[CH:13]=[CH:12][CH:11]=[CH:10][CH:9]=1)[C:2]1[CH:7]=[CH:6][CH:5]=[CH:4][CH:3]=1.[C:41]1(B(O)O)[CH:46]=[CH:45][CH:44]=[CH:43][CH:42]=1.C(=O)([O-])[O-].[K+].[K+]. Given the product [C:1](=[N:14][C:15]1[CH:24]=[C:23]([C:41]2[CH:46]=[CH:45][CH:44]=[CH:43][CH:42]=2)[C:22]2[C:17](=[CH:18][C:19]([S:26][C:27]3[CH:28]=[C:29]([C:33]4([C:39]#[N:40])[CH2:38][CH2:37][O:36][CH2:35][CH2:34]4)[CH:30]=[CH:31][CH:32]=3)=[CH:20][CH:21]=2)[N:16]=1)([C:8]1[CH:13]=[CH:12][CH:11]=[CH:10][CH:9]=1)[C:2]1[CH:7]=[CH:6][CH:5]=[CH:4][CH:3]=1, predict the reactants needed to synthesize it. (2) Given the product [CH3:9][O:10][C:11]1[N:16]=[C:15]([NH2:17])[CH:14]=[CH:13][C:12]=1[C:2]1[CH:7]=[C:6]([CH3:8])[N:5]=[CH:4][N:3]=1, predict the reactants needed to synthesize it. The reactants are: Br[C:2]1[CH:7]=[C:6]([CH3:8])[N:5]=[CH:4][N:3]=1.[CH3:9][O:10][C:11]1[N:16]=[C:15]([NH2:17])[CH:14]=[CH:13][C:12]=1B1OC(C)(C)C(C)(C)O1.C([O-])([O-])=O.[K+].[K+]. (3) The reactants are: C([Mg]Cl)(C)C.Br[C:7]1[N:8]=[C:9]([Si](C)(C)C)[S:10][CH:11]=1.[F:16][C:17]1[CH:22]=[CH:21][C:20]([N:23]2[C:27]3[CH:28]=[C:29]4[C@:34]([C:36](OC)=[O:37])([CH2:35][C:26]=3[CH:25]=[N:24]2)[CH2:33][N:32]([C:40]([O:42][C:43]([CH3:46])([CH3:45])[CH3:44])=[O:41])[CH2:31][CH2:30]4)=[CH:19][CH:18]=1.Cl. Given the product [F:16][C:17]1[CH:22]=[CH:21][C:20]([N:23]2[C:27]3[CH:28]=[C:29]4[C@:34]([C:36]([C:7]5[N:8]=[CH:9][S:10][CH:11]=5)=[O:37])([CH2:35][C:26]=3[CH:25]=[N:24]2)[CH2:33][N:32]([C:40]([O:42][C:43]([CH3:46])([CH3:45])[CH3:44])=[O:41])[CH2:31][CH2:30]4)=[CH:19][CH:18]=1, predict the reactants needed to synthesize it.